Dataset: Reaction yield outcomes from USPTO patents with 853,638 reactions. Task: Predict the reaction yield, written as a fraction of the theoretical maximum amount of product (1.0 means a 100% yield; for example, 0.34 means a 34% yield). The reactants are [CH:1](Cl)([F:3])[F:2].[OH:5][C:6]1[CH:7]=[C:8]2[C:12](=[CH:13][CH:14]=1)[N:11]([C:15]1[CH:20]=[CH:19][C:18]([O:21][CH3:22])=[CH:17][CH:16]=1)[C:10]([CH3:23])=[C:9]2[C:24]([O:26][CH2:27][CH3:28])=[O:25].[OH-].[Na+].O. The catalyst is C(Cl)Cl.[Br-].C([N+](CCCC)(CCCC)CCCC)CCC. The product is [F:2][CH:1]([F:3])[O:5][C:6]1[CH:7]=[C:8]2[C:12](=[CH:13][CH:14]=1)[N:11]([C:15]1[CH:16]=[CH:17][C:18]([O:21][CH3:22])=[CH:19][CH:20]=1)[C:10]([CH3:23])=[C:9]2[C:24]([O:26][CH2:27][CH3:28])=[O:25]. The yield is 0.400.